This data is from Retrosynthesis with 50K atom-mapped reactions and 10 reaction types from USPTO. The task is: Predict the reactants needed to synthesize the given product. (1) Given the product CC(C)(C)OC(=O)NC1(CNc2nc(Cl)ncc2Br)CCCC1, predict the reactants needed to synthesize it. The reactants are: CC(C)(C)OC(=O)NC1(CN)CCCC1.Clc1ncc(Br)c(Cl)n1. (2) Given the product Nc1ncc(-c2cc(C(=O)Nc3ccc(OC(F)(F)F)cc3)cnc2N2CCCC2)cn1, predict the reactants needed to synthesize it. The reactants are: Nc1ncc(B(O)O)cn1.O=C(Nc1ccc(OC(F)(F)F)cc1)c1cnc(N2CCCC2)c(Br)c1. (3) Given the product COCCCCCCOc1ccc(C#N)cc1, predict the reactants needed to synthesize it. The reactants are: C[O-].N#Cc1ccc(OCCCCCCBr)cc1. (4) The reactants are: CC(C)[C@H](C/C=C/COCc1ccccc1)C(=O)O.CNC. Given the product CC(C)[C@H](C/C=C/COCc1ccccc1)C(=O)N(C)C, predict the reactants needed to synthesize it. (5) Given the product CCCCOc1ccc(-c2ncc(Br)cn2)cn1, predict the reactants needed to synthesize it. The reactants are: Brc1cnc(Br)nc1.CCCCOc1ccc(B(O)O)cn1. (6) Given the product OCCC#Cc1ccc2ccccc2n1, predict the reactants needed to synthesize it. The reactants are: Brc1ccc2ccccc2n1.C#CCCO. (7) Given the product CCCc1nc2c(C)cc(-c3csc(C)n3)cc2n1Cc1ccc(-c2ccccc2C(=O)O)cc1, predict the reactants needed to synthesize it. The reactants are: CCCc1nc2c(C)cc(-c3csc(C)n3)cc2n1Cc1ccc(-c2ccccc2C(=O)OC(C)(C)C)cc1. (8) Given the product O=C(CCCN1CCC(c2cccc(NC(=O)C3CC3)c2)CC1)c1ccc(Br)cc1, predict the reactants needed to synthesize it. The reactants are: O=C(CCCCl)c1ccc(Br)cc1.O=C(Nc1cccc(C2CCNCC2)c1)C1CC1.